This data is from Reaction yield outcomes from USPTO patents with 853,638 reactions. The task is: Predict the reaction yield, written as a fraction of the theoretical maximum amount of product (1.0 means a 100% yield; for example, 0.34 means a 34% yield). (1) The product is [C:2]1(/[CH:1]=[CH:10]/[CH:11]=[CH:12][C:13]2[CH:18]=[CH:17][CH:16]=[CH:15][CH:14]=2)[CH:7]=[CH:6][CH:5]=[CH:4][CH:3]=1. The reactants are [CH:1](=O)[C:2]1[CH:7]=[CH:6][CH:5]=[CH:4][CH:3]=1.Br[CH2:10][CH:11]=[CH:12][C:13]1[CH:18]=[CH:17][CH:16]=[CH:15][CH:14]=1.C1([SiH2]C2C=CC=CC=2)C=CC=CC=1.C(=O)([O-])OC(C)(C)C.[Na+]. The catalyst is C1(C)C=CC=CC=1. The yield is 0.640. (2) The reactants are S([O:6][CH3:7])(OC)(=O)=O.NC1[C:10]([C:20](O)=[O:21])=[CH:11][C:12]2[C:17]([CH:18]=1)=[CH:16][CH:15]=[C:14]([Br:19])[CH:13]=2.C(=O)([O-])[O-].[K+].[K+].IC.[H-].[Na+].[CH3:33][N:34]([CH:36]=O)[CH3:35]. The catalyst is CC(C)=O.O. The product is [Br:19][C:14]1[CH:13]=[C:12]2[C:17]([CH:18]=[C:36]([N:34]([CH3:33])[CH3:35])[C:10]([C:20]([O:6][CH3:7])=[O:21])=[CH:11]2)=[CH:16][CH:15]=1. The yield is 1.02. (3) The reactants are [CH3:1][O:2][C:3](=[O:19])[C:4]1[C:9]([F:10])=[CH:8][CH:7]=[C:6]([NH2:11])[C:5]=1[NH:12][C:13]1[CH:18]=[CH:17][CH:16]=[CH:15][CH:14]=1.[CH3:20][C@H:21]([NH:25]C(OC(C)(C)C)=O)[C:22](O)=O.C1C=NC2N(O)N=NC=2C=1.CCN=C=NCCCN(C)C.[ClH:54]. The catalyst is C(Cl)Cl.O. The product is [ClH:54].[ClH:54].[CH3:1][O:2][C:3]([C:4]1[C:5]2[N:12]([C:13]3[CH:14]=[CH:15][CH:16]=[CH:17][CH:18]=3)[C:20]([C@@H:21]([NH2:25])[CH3:22])=[N:11][C:6]=2[CH:7]=[CH:8][C:9]=1[F:10])=[O:19]. The yield is 1.00. (4) The reactants are Cl[C:2]1[CH:10]=[CH:9][C:8]([O:11][CH2:12][CH:13]2[CH2:18][CH2:17][N:16]([CH3:19])[CH2:15][CH2:14]2)=[C:7]2[C:3]=1[C:4]1[CH:23]=[C:22]([CH3:24])[CH:21]=[N:20][C:5]=1[NH:6]2.[CH2:25]([S:27]([C:30]1[CH:31]=[C:32](B(O)O)[CH:33]=[CH:34][CH:35]=1)(=[O:29])=[O:28])[CH3:26].C1(P(C2CCCCC2)C2CCCCC2)CCCCC1.C([O-])([O-])=O.[Cs+].[Cs+]. The catalyst is CCOC(C)=O.C1C=CC(/C=C/C(/C=C/C2C=CC=CC=2)=O)=CC=1.C1C=CC(/C=C/C(/C=C/C2C=CC=CC=2)=O)=CC=1.[Pd].O1CCOCC1. The product is [CH2:25]([S:27]([C:30]1[CH:35]=[C:34]([C:2]2[CH:10]=[CH:9][C:8]([O:11][CH2:12][CH:13]3[CH2:18][CH2:17][N:16]([CH3:19])[CH2:15][CH2:14]3)=[C:7]3[C:3]=2[C:4]2[CH:23]=[C:22]([CH3:24])[CH:21]=[N:20][C:5]=2[NH:6]3)[CH:33]=[CH:32][CH:31]=1)(=[O:28])=[O:29])[CH3:26]. The yield is 0.750. (5) The reactants are [C:1](/[C:3](=[N:10]\[NH:11][C:12]1[CH:17]=[CH:16][CH:15]=[C:14]([F:18])[C:13]=1[I:19])/[C:4]([NH:6][CH2:7][CH2:8][CH3:9])=[O:5])#[N:2].[Cl-].[Al+3].[Cl-].[Cl-].C(OCC)(=O)C.[C@H](O)(C([O-])=O)[C@@H](O)C([O-])=O.[Na+].[K+]. The catalyst is C1(C)C=CC=CC=1. The product is [NH2:2][C:1]1[C:17]2[C:12](=[C:13]([I:19])[C:14]([F:18])=[CH:15][CH:16]=2)[N:11]=[N:10][C:3]=1[C:4]([NH:6][CH2:7][CH2:8][CH3:9])=[O:5]. The yield is 0.865. (6) The reactants are [Br:1][C:2]1[CH:3]=[CH:4][C:5]([N:8]2[CH:12]=[C:11]([CH2:13][CH2:14][CH2:15][OH:16])[C:10]([CH:17]([CH3:19])[CH3:18])=[N:9]2)=[N:6][CH:7]=1.O[C:21]1[C:26]([O:27][CH3:28])=[CH:25][CH:24]=[CH:23][C:22]=1[CH2:29][C:30]([O:32]C)=[O:31].C(P(CCCC)CCCC)CCC.N(C(N1CCCCC1)=O)=NC(N1CCCCC1)=O. The catalyst is O1CCCC1. The product is [Br:1][C:2]1[CH:3]=[CH:4][C:5]([N:8]2[CH:12]=[C:11]([CH2:13][CH2:14][CH2:15][O:16][C:21]3[C:26]([O:27][CH3:28])=[CH:25][CH:24]=[CH:23][C:22]=3[CH2:29][C:30]([OH:32])=[O:31])[C:10]([CH:17]([CH3:19])[CH3:18])=[N:9]2)=[N:6][CH:7]=1. The yield is 0.950. (7) The reactants are [N:1]1[CH:2]=[CH:3][N:4]2[CH:9]=[CH:8][C:7]([NH:10][C:11]3[C:12](=[O:21])[N:13]([CH3:20])[CH:14]=[C:15](B(O)O)[N:16]=3)=[CH:6][C:5]=12.Cl[C:23]1[CH:28]=[CH:27][N:26]=[C:25]([N:29]2[CH2:40][CH2:39][N:38]3[C:31](=[CH:32][C:33]4[CH2:34][C:35]([CH3:42])([CH3:41])[CH2:36][C:37]=43)[C:30]2=[O:43])[C:24]=1[CH:44]=[O:45].C([O-])(=O)C.[K+].C(#N)C. The catalyst is C1C=CC(P(C2C=CC=CC=2)[C-]2C=CC=C2)=CC=1.C1C=CC(P(C2C=CC=CC=2)[C-]2C=CC=C2)=CC=1.Cl[Pd]Cl.[Fe+2].O. The product is [CH3:41][C:35]1([CH3:42])[CH2:34][C:33]2[CH:32]=[C:31]3[N:38]([CH2:39][CH2:40][N:29]([C:25]4[C:24]([CH:44]=[O:45])=[C:23]([C:15]5[N:16]=[C:11]([NH:10][C:7]6[CH:8]=[CH:9][N:4]7[CH:3]=[CH:2][N:1]=[C:5]7[CH:6]=6)[C:12](=[O:21])[N:13]([CH3:20])[CH:14]=5)[CH:28]=[CH:27][N:26]=4)[C:30]3=[O:43])[C:37]=2[CH2:36]1. The yield is 0.290.